The task is: Predict the reactants needed to synthesize the given product.. This data is from Full USPTO retrosynthesis dataset with 1.9M reactions from patents (1976-2016). Given the product [Br:4][C:5]1[CH:10]=[CH:9][C:8]([C:11]2([C:12]#[N:13])[CH2:17][CH2:16][CH2:15]2)=[CH:7][CH:6]=1, predict the reactants needed to synthesize it. The reactants are: [OH-].[K+].O.[Br:4][C:5]1[CH:10]=[CH:9][C:8]([CH2:11][C:12]#[N:13])=[CH:7][CH:6]=1.Br[CH2:15][CH2:16][CH2:17]Br.